Dataset: Peptide-MHC class I binding affinity with 185,985 pairs from IEDB/IMGT. Task: Regression. Given a peptide amino acid sequence and an MHC pseudo amino acid sequence, predict their binding affinity value. This is MHC class I binding data. (1) The peptide sequence is LTDEQKNAV. The MHC is HLA-B18:01 with pseudo-sequence HLA-B18:01. The binding affinity (normalized) is 0.0847. (2) The peptide sequence is WRWKSQVTI. The binding affinity (normalized) is 0.0847. The MHC is HLA-A31:01 with pseudo-sequence HLA-A31:01.